This data is from Forward reaction prediction with 1.9M reactions from USPTO patents (1976-2016). The task is: Predict the product of the given reaction. (1) Given the reactants [NH2:1][C:2]1[C:7]([O:8]C)=[CH:6][C:5]([Cl:10])=[CH:4][C:3]=1[C:11](=[O:16])[C:12]([F:15])([F:14])[F:13].B(Br)(Br)Br.O, predict the reaction product. The product is: [NH2:1][C:2]1[C:7]([OH:8])=[CH:6][C:5]([Cl:10])=[CH:4][C:3]=1[C:11](=[O:16])[C:12]([F:15])([F:13])[F:14]. (2) Given the reactants [NH2:1][C:2]1[CH:17]=[CH:16][C:15]([Cl:18])=[CH:14][C:3]=1[O:4][C:5]1[CH:12]=[CH:11][C:8]([C:9]#[N:10])=[CH:7][C:6]=1Cl.[ClH:19].[NH2:20][OH:21].C(=O)([O-])[O-].[K+].[K+], predict the reaction product. The product is: [NH2:1][C:2]1[CH:17]=[CH:16][C:15]([Cl:18])=[CH:14][C:3]=1[O:4][C:5]1[CH:12]=[CH:11][C:8]([C:9](=[NH:10])[NH:20][OH:21])=[CH:7][C:6]=1[Cl:19]. (3) Given the reactants Br[C:2]1[CH:3]=[N:4][C:5]2[NH:11][CH2:10][CH2:9][CH2:8][N:7]([CH2:12][C:13]3[C:18]([F:19])=[CH:17][CH:16]=[C:15]([F:20])[C:14]=3[Cl:21])[C:6]=2[N:22]=1.[N:23]1([CH2:28][CH2:29][O:30][C:31]2[CH:36]=[CH:35][C:34](B(O)O)=[CH:33][CH:32]=2)[CH:27]=[CH:26][N:25]=[CH:24]1, predict the reaction product. The product is: [Cl:21][C:14]1[C:15]([F:20])=[CH:16][CH:17]=[C:18]([F:19])[C:13]=1[CH2:12][N:7]1[CH2:8][CH2:9][CH2:10][NH:11][C:5]2[N:4]=[CH:3][C:2]([C:34]3[CH:35]=[CH:36][C:31]([O:30][CH2:29][CH2:28][N:23]4[CH:27]=[CH:26][N:25]=[CH:24]4)=[CH:32][CH:33]=3)=[N:22][C:6]1=2. (4) Given the reactants [CH2:1]([O:3][C:4](=[O:25])[CH2:5][CH:6]1[O:10][B:9]([OH:11])[C:8]2[CH:12]=[C:13]([O:16][C:17]3[CH:22]=[CH:21][CH:20]=[C:19]([CH:23]=O)[CH:18]=3)[CH:14]=[CH:15][C:7]1=2)[CH3:2].C(OC(OCC)OCC)C.[CH3:36][O:37][CH2:38][CH2:39][NH2:40].[BH-](OC(C)=O)(OC(C)=O)OC(C)=O.[Na+].[OH-].[Na+], predict the reaction product. The product is: [CH2:1]([O:3][C:4](=[O:25])[CH2:5][CH:6]1[O:10][B:9]([OH:11])[C:8]2[CH:12]=[C:13]([O:16][C:17]3[CH:22]=[CH:21][CH:20]=[C:19]([CH2:23][NH:40][CH2:39][CH2:38][O:37][CH3:36])[CH:18]=3)[CH:14]=[CH:15][C:7]1=2)[CH3:2]. (5) Given the reactants CC([N:5]([C@H:9]([C:12]([NH:14][C@@H:15]([CH2:29][CH2:30][C:31]1[CH:36]=[CH:35][CH:34]=[CH:33][CH:32]=1)/[CH:16]=[CH:17]/[C:18]([NH:20][C:21]1[CH:26]=[CH:25][C:24]([O:27][CH3:28])=[CH:23][CH:22]=1)=[O:19])=[O:13])[CH2:10][CH3:11])C(=O)[O-])(C)C.[ClH:37], predict the reaction product. The product is: [ClH:37].[NH2:5][C@@H:9]([CH2:10][CH3:11])[C:12]([NH:14][C@@H:15]([CH2:29][CH2:30][C:31]1[CH:32]=[CH:33][CH:34]=[CH:35][CH:36]=1)/[CH:16]=[CH:17]/[C:18]([NH:20][C:21]1[CH:22]=[CH:23][C:24]([O:27][CH3:28])=[CH:25][CH:26]=1)=[O:19])=[O:13]. (6) The product is: [CH3:28][C:22]1[CH:21]=[C:20]([S:19][CH:14]([C:11]2[CH:12]=[CH:13][C:8]([C:7]([NH:6][CH2:5][CH2:4][C:3]([OH:2])=[O:30])=[O:29])=[CH:9][CH:10]=2)[CH2:15][CH:16]([CH3:17])[CH3:18])[CH:25]=[C:24]([CH3:26])[C:23]=1[C:36]1[CH:37]=[CH:38][C:33]([C:32]([F:43])([F:42])[F:31])=[CH:34][CH:35]=1. Given the reactants C[O:2][C:3](=[O:30])[CH2:4][CH2:5][NH:6][C:7](=[O:29])[C:8]1[CH:13]=[CH:12][C:11]([CH:14]([S:19][C:20]2[CH:25]=[C:24]([CH3:26])[C:23](Br)=[C:22]([CH3:28])[CH:21]=2)[CH2:15][CH:16]([CH3:18])[CH3:17])=[CH:10][CH:9]=1.[F:31][C:32]([F:43])([F:42])[C:33]1[CH:38]=[CH:37][C:36](B(O)O)=[CH:35][CH:34]=1, predict the reaction product. (7) Given the reactants Br[C:2]1[N:10]([C:11]2[CH:16]=[CH:15][CH:14]=[CH:13][C:12]=2[Cl:17])[C:9]2[CH2:8][CH2:7][N:6]([N:18]3[CH2:23][CH2:22][CH2:21][CH2:20][CH2:19]3)[C:5](=[O:24])[C:4]=2[C:3]=1[CH3:25].[OH:26][C:27]1[CH:32]=[CH:31][C:30](B(O)O)=[CH:29][CH:28]=1.C([O-])([O-])=O.[Na+].[Na+], predict the reaction product. The product is: [Cl:17][C:12]1[CH:13]=[CH:14][CH:15]=[CH:16][C:11]=1[N:10]1[C:9]2[CH2:8][CH2:7][N:6]([N:18]3[CH2:23][CH2:22][CH2:21][CH2:20][CH2:19]3)[C:5](=[O:24])[C:4]=2[C:3]([CH3:25])=[C:2]1[C:30]1[CH:31]=[CH:32][C:27]([OH:26])=[CH:28][CH:29]=1. (8) Given the reactants C(OC([NH:8][CH2:9][C@@H:10]([NH:19][C:20](=[O:29])[O:21][CH2:22][C:23]1[CH:28]=[CH:27][CH:26]=[CH:25][CH:24]=1)[C:11]([N:13]1[CH2:18][CH2:17][O:16][CH2:15][CH2:14]1)=[O:12])=O)(C)(C)C.C(O)(C(F)(F)F)=O.C(=O)(O)[O-].[Na+].C(=O)([O-])[O-].[K+].[K+].[Cl-].[Na+], predict the reaction product. The product is: [NH2:8][CH2:9][C@@H:10]([NH:19][C:20](=[O:29])[O:21][CH2:22][C:23]1[CH:28]=[CH:27][CH:26]=[CH:25][CH:24]=1)[C:11]([N:13]1[CH2:18][CH2:17][O:16][CH2:15][CH2:14]1)=[O:12].